From a dataset of Aqueous solubility values for 9,982 compounds from the AqSolDB database. Regression/Classification. Given a drug SMILES string, predict its absorption, distribution, metabolism, or excretion properties. Task type varies by dataset: regression for continuous measurements (e.g., permeability, clearance, half-life) or binary classification for categorical outcomes (e.g., BBB penetration, CYP inhibition). For this dataset (solubility_aqsoldb), we predict Y. (1) The compound is CCCCC/C(=C\c1ccccc1)C(OCC)OCC. The Y is -5.17 log mol/L. (2) The compound is OCC1OC(n2c(-c3ccco3)nc3ccccc32)C(O)C(O)C1O. The Y is -2.33 log mol/L. (3) The molecule is C=CCCCCCC. The Y is -4.44 log mol/L.